Dataset: NCI-60 drug combinations with 297,098 pairs across 59 cell lines. Task: Regression. Given two drug SMILES strings and cell line genomic features, predict the synergy score measuring deviation from expected non-interaction effect. (1) Drug 1: C1=NNC2=C1C(=O)NC=N2. Drug 2: COC1=C2C(=CC3=C1OC=C3)C=CC(=O)O2. Cell line: MOLT-4. Synergy scores: CSS=1.62, Synergy_ZIP=2.30, Synergy_Bliss=7.41, Synergy_Loewe=-2.36, Synergy_HSA=-0.406. (2) Drug 1: CN(CCCl)CCCl.Cl. Drug 2: C(CN)CNCCSP(=O)(O)O. Cell line: HCT116. Synergy scores: CSS=54.4, Synergy_ZIP=7.36, Synergy_Bliss=6.29, Synergy_Loewe=-43.0, Synergy_HSA=4.88. (3) Drug 1: COC1=CC(=CC(=C1O)OC)C2C3C(COC3=O)C(C4=CC5=C(C=C24)OCO5)OC6C(C(C7C(O6)COC(O7)C8=CC=CS8)O)O. Drug 2: CC1C(C(CC(O1)OC2CC(CC3=C2C(=C4C(=C3O)C(=O)C5=CC=CC=C5C4=O)O)(C(=O)C)O)N)O. Cell line: NCI-H322M. Synergy scores: CSS=36.1, Synergy_ZIP=-7.59, Synergy_Bliss=-5.67, Synergy_Loewe=-24.7, Synergy_HSA=-5.26. (4) Drug 1: CS(=O)(=O)C1=CC(=C(C=C1)C(=O)NC2=CC(=C(C=C2)Cl)C3=CC=CC=N3)Cl. Drug 2: CC(C1=C(C=CC(=C1Cl)F)Cl)OC2=C(N=CC(=C2)C3=CN(N=C3)C4CCNCC4)N. Cell line: SK-MEL-28. Synergy scores: CSS=-0.892, Synergy_ZIP=3.63, Synergy_Bliss=6.88, Synergy_Loewe=-3.90, Synergy_HSA=-1.09. (5) Drug 1: C1=CC(=CC=C1CCCC(=O)O)N(CCCl)CCCl. Drug 2: CC1=C(C(CCC1)(C)C)C=CC(=CC=CC(=CC(=O)O)C)C. Cell line: HOP-92. Synergy scores: CSS=33.4, Synergy_ZIP=-2.08, Synergy_Bliss=0.957, Synergy_Loewe=6.39, Synergy_HSA=6.68. (6) Drug 1: CC12CCC3C(C1CCC2=O)CC(=C)C4=CC(=O)C=CC34C. Drug 2: CCN(CC)CCCC(C)NC1=C2C=C(C=CC2=NC3=C1C=CC(=C3)Cl)OC. Cell line: SK-MEL-5. Synergy scores: CSS=22.7, Synergy_ZIP=-1.05, Synergy_Bliss=-5.31, Synergy_Loewe=-14.8, Synergy_HSA=-3.83.